This data is from Catalyst prediction with 721,799 reactions and 888 catalyst types from USPTO. The task is: Predict which catalyst facilitates the given reaction. (1) Reactant: [CH2:1]([OH:12])[C@H:2]([C@H:4]([C@@H:6]([C@@H:8](CO)[OH:9])[OH:7])[OH:5])[OH:3]. Product: [CH2:1]([OH:12])[C@@H:2]([C@H:4]([C@@H:6]([CH2:8][OH:9])[OH:7])[OH:5])[OH:3]. The catalyst class is: 97. (2) Reactant: [F:1][C:2]1[C:18]([F:19])=[CH:17][CH:16]=[CH:15][C:3]=1[CH2:4][O:5][CH2:6][C:7]1[O:11][N:10]=[C:9]([C:12]([OH:14])=O)[CH:8]=1.Cl.[O:21]1[CH2:25][CH2:24][CH:23]([CH2:26][NH2:27])[CH2:22]1.C(N(CC)CC)C.ON1C2C=CC=CC=2N=N1.Cl.C(N=C=NCCCN(C)C)C. Product: [O:21]1[CH2:25][CH2:24][CH:23]([CH2:26][NH:27][C:12]([C:9]2[CH:8]=[C:7]([CH2:6][O:5][CH2:4][C:3]3[CH:15]=[CH:16][CH:17]=[C:18]([F:19])[C:2]=3[F:1])[O:11][N:10]=2)=[O:14])[CH2:22]1. The catalyst class is: 22.